Dataset: Peptide-MHC class I binding affinity with 185,985 pairs from IEDB/IMGT. Task: Regression. Given a peptide amino acid sequence and an MHC pseudo amino acid sequence, predict their binding affinity value. This is MHC class I binding data. (1) The peptide sequence is WPLNEGIMAV. The MHC is HLA-B51:01 with pseudo-sequence HLA-B51:01. The binding affinity (normalized) is 0.471. (2) The peptide sequence is GGHGGSTFK. The MHC is HLA-B46:01 with pseudo-sequence HLA-B46:01. The binding affinity (normalized) is 0.0847.